Dataset: Full USPTO retrosynthesis dataset with 1.9M reactions from patents (1976-2016). Task: Predict the reactants needed to synthesize the given product. (1) Given the product [OH2:10].[C:17]([OH:26])([C:22]([F:25])([F:24])[F:23])=[O:36].[F:1][C:2]([F:27])([F:28])[CH2:3][N:4]([C:11]1[CH:12]=[CH:13][C:14]([C:17]([OH:26])([C:22]([F:23])([F:24])[F:25])[C:18]([F:21])([F:19])[F:20])=[CH:15][CH:16]=1)[CH2:5][CH:6]([OH:10])[CH2:7][CH2:8][CH3:9], predict the reactants needed to synthesize it. The reactants are: [F:1][C:2]([F:28])([F:27])[CH2:3][N:4]([C:11]1[CH:16]=[CH:15][C:14]([C:17]([OH:26])([C:22]([F:25])([F:24])[F:23])[C:18]([F:21])([F:20])[F:19])=[CH:13][CH:12]=1)[CH2:5][C:6](=[O:10])[CH2:7][CH2:8][CH3:9].CN(C1C=CC(C(O)(C(F)(F)F)C(F)(F)F)=CC=1)CC(=[O:36])CCC. (2) Given the product [N:17]1([CH2:16][CH2:15][NH2:14])[CH2:22][CH2:21][O:20][CH2:19][CH2:18]1, predict the reactants needed to synthesize it. The reactants are: FC1C(NC2C=CC(C#C[Si](C)(C)C)=CC=2F)=C(C2OC([NH:14][CH2:15][CH2:16][N:17]3[CH2:22][CH2:21][O:20][CH2:19][CH2:18]3)=NN=2)C=CC=1F.[F-].[Cs+].